From a dataset of Catalyst prediction with 721,799 reactions and 888 catalyst types from USPTO. Predict which catalyst facilitates the given reaction. Product: [Cl:1][C:2]1[CH:7]=[CH:6][C:5]([CH2:8][CH2:9][NH:10][CH2:24][C:20]2[N:19]([CH3:18])[CH:23]=[CH:22][N:21]=2)=[CH:4][CH:3]=1. Reactant: [Cl:1][C:2]1[CH:7]=[CH:6][C:5]([CH2:8][CH2:9][NH2:10])=[CH:4][CH:3]=1.S([O-])([O-])(=O)=O.[Na+].[Na+].[CH3:18][N:19]1[CH:23]=[CH:22][N:21]=[C:20]1[CH:24]=O.[BH4-].[Na+]. The catalyst class is: 5.